From a dataset of Forward reaction prediction with 1.9M reactions from USPTO patents (1976-2016). Predict the product of the given reaction. (1) Given the reactants C([O:3][C:4](=O)[C:5]([CH3:11])([CH3:10])[CH2:6][CH2:7][CH2:8][Br:9])C.[H-].[H-].[H-].[H-].[Li+].[Al+3], predict the reaction product. The product is: [Br:9][CH2:8][CH2:7][CH2:6][C:5]([CH3:11])([CH3:10])[CH2:4][OH:3]. (2) The product is: [F:29][C:26]([F:27])([F:28])[C:17]1[CH:18]=[C:19]([C:22]([F:25])([F:23])[F:24])[CH:20]=[CH:21][C:16]=1[CH2:15][O:14][C:11]1[CH:12]=[CH:13][C:8](/[CH:7]=[C:6]2/[C:2]([NH:1][CH2:40][CH2:39][CH2:38][N:33]3[CH:37]=[CH:36][N:35]=[CH:34]3)=[N:3][C:4](=[O:32])[NH:5]/2)=[CH:9][C:10]=1[O:30][CH3:31]. Given the reactants [NH2:1][C:2]1=[N:3][C:4](=[O:32])[NH:5]/[C:6]/1=[CH:7]\[C:8]1[CH:13]=[CH:12][C:11]([O:14][CH2:15][C:16]2[CH:21]=[CH:20][C:19]([C:22]([F:25])([F:24])[F:23])=[CH:18][C:17]=2[C:26]([F:29])([F:28])[F:27])=[C:10]([O:30][CH3:31])[CH:9]=1.[N:33]1([CH2:38][CH2:39][CH2:40]N)[CH:37]=[CH:36][N:35]=[CH:34]1, predict the reaction product. (3) Given the reactants [F:1][C:2]([F:26])([C:22]([F:25])([F:24])[F:23])[C:3]([NH:5][CH2:6][CH2:7][CH2:8][CH2:9][N:10]1[CH2:20][C:19]2[N:21]3[C:12](=[CH:13][N:14]=[C:15]3[CH:16]=[CH:17][CH:18]=2)[CH2:11]1)=[O:4].[ClH:27], predict the reaction product. The product is: [ClH:27].[ClH:27].[F:26][C:2]([F:1])([C:22]([F:23])([F:24])[F:25])[C:3]([NH:5][CH2:6][CH2:7][CH2:8][CH2:9][N:10]1[CH2:20][C:19]2[N:21]3[C:12](=[CH:13][N:14]=[C:15]3[CH:16]=[CH:17][CH:18]=2)[CH2:11]1)=[O:4]. (4) Given the reactants ClC1C(F)=CC=C(Cl)C=1[C@H](OC1C(N)=NC=C(B2OC(C)(C)C(C)(C)O2)C=1)C.[NH2:29][C:30]1[N:35]=[CH:34][C:33]([C:36]2[CH:37]=[N:38][N:39]([CH:41]3[CH2:46][CH2:45][N:44](C(=O)CO)[CH2:43][CH2:42]3)[CH:40]=2)=[CH:32][C:31]=1[O:51][C@@H:52]([C:54]1[C:59]([Cl:60])=[CH:58][CH:57]=[C:56]([F:61])[C:55]=1[Cl:62])[CH3:53], predict the reaction product. The product is: [Cl:62][C:55]1[C:56]([F:61])=[CH:57][CH:58]=[C:59]([Cl:60])[C:54]=1[C@H:52]([O:51][C:31]1[C:30]([NH2:29])=[N:35][CH:34]=[C:33]([C:36]2[CH:37]=[N:38][N:39]([CH:41]3[CH2:46][CH2:45][NH:44][CH2:43][CH2:42]3)[CH:40]=2)[CH:32]=1)[CH3:53]. (5) Given the reactants Br[C:2]1[S:3][CH:4]=[C:5]([C:7]([NH:9][C:10]2[CH:11]=[N:12][N:13]([CH3:31])[C:14]=2[C@H:15]2[O:21][CH2:20][C@@H:19]([F:22])[C@H:18]([NH:23]C(=O)OC(C)(C)C)[CH2:17][CH2:16]2)=[O:8])[N:6]=1.[Cl:32][C:33]1[CH:38]=[CH:37][CH:36]=[C:35]([F:39])[C:34]=1B(O)O, predict the reaction product. The product is: [NH2:23][C@H:18]1[C@H:19]([F:22])[CH2:20][O:21][C@H:15]([C:14]2[N:13]([CH3:31])[N:12]=[CH:11][C:10]=2[NH:9][C:7]([C:5]2[N:6]=[C:2]([C:34]3[C:35]([F:39])=[CH:36][CH:37]=[CH:38][C:33]=3[Cl:32])[S:3][CH:4]=2)=[O:8])[CH2:16][CH2:17]1. (6) Given the reactants [Cl:1][C:2]1[CH:3]=[C:4]([CH:9]=[CH:10][C:11]2[CH:12]=[CH:13][C:14]([N+:18]([O-])=O)=[C:15]([OH:17])[CH:16]=2)[CH:5]=[CH:6][C:7]=1[Cl:8], predict the reaction product. The product is: [NH2:18][C:14]1[CH:13]=[CH:12][C:11]([CH2:10][CH2:9][C:4]2[CH:5]=[CH:6][C:7]([Cl:8])=[C:2]([Cl:1])[CH:3]=2)=[CH:16][C:15]=1[OH:17]. (7) Given the reactants Br[C:2]1[CH:3]=[N:4][CH:5]=[C:6]([CH:24]=1)[C:7]([NH:9][C:10]1[CH:15]=[CH:14][C:13]([CH2:16][N:17]2[CH2:22][CH2:21][CH:20]([CH3:23])[CH2:19][CH2:18]2)=[CH:12][CH:11]=1)=[O:8].[C:25]1([C:31]2[CH:36]=[CH:35][N:34]=[C:33]([NH2:37])[N:32]=2)[CH:30]=[CH:29][CH:28]=[CH:27][CH:26]=1.CC1(C)C2C(=C(P(C3C=CC=CC=3)C3C=CC=CC=3)C=CC=2)OC2C(P(C3C=CC=CC=3)C3C=CC=CC=3)=CC=CC1=2, predict the reaction product. The product is: [CH3:23][CH:20]1[CH2:21][CH2:22][N:17]([CH2:16][C:13]2[CH:14]=[CH:15][C:10]([NH:9][C:7](=[O:8])[C:6]3[CH:24]=[C:2]([NH:37][C:33]4[N:32]=[C:31]([C:25]5[CH:30]=[CH:29][CH:28]=[CH:27][CH:26]=5)[CH:36]=[CH:35][N:34]=4)[CH:3]=[N:4][CH:5]=3)=[CH:11][CH:12]=2)[CH2:18][CH2:19]1. (8) The product is: [OH:18][C:15]1[CH:16]=[CH:17][C:12]([CH:11]([C:19]2[CH:20]=[CH:21][C:22]([OH:25])=[CH:23][CH:24]=2)[CH2:10][CH:9]([NH2:8])[CH3:26])=[CH:13][CH:14]=1. Given the reactants C([NH:8][CH:9]([CH3:26])[CH2:10][CH:11]([C:19]1[CH:24]=[CH:23][C:22]([OH:25])=[CH:21][CH:20]=1)[C:12]1[CH:17]=[CH:16][C:15]([OH:18])=[CH:14][CH:13]=1)C1C=CC=CC=1.[H][H], predict the reaction product.